From a dataset of Reaction yield outcomes from USPTO patents with 853,638 reactions. Predict the reaction yield, written as a fraction of the theoretical maximum amount of product (1.0 means a 100% yield; for example, 0.34 means a 34% yield). (1) The reactants are [F:1][C:2]([F:17])([F:16])[C:3]1[CH:8]=[CH:7][C:6]([C:9]([F:12])([F:11])[F:10])=[CH:5][C:4]=1[N+:13]([O-])=O.[H][H]. The catalyst is [Ni].C(O)(C)C. The yield is 0.730. The product is [F:1][C:2]([F:16])([F:17])[C:3]1[CH:8]=[CH:7][C:6]([C:9]([F:10])([F:12])[F:11])=[CH:5][C:4]=1[NH2:13]. (2) The reactants are [Cl:1][C:2]1[CH:3]=[C:4]([NH:9][C:10]2[C:11]3[CH2:18][C:17](=[O:19])[NH:16][C:12]=3[N:13]=[CH:14][N:15]=2)[CH:5]=[CH:6][C:7]=1[F:8].[N:20]1([C:26]([C:28]2[S:32][C:31]([CH:33]=O)=[CH:30][CH:29]=2)=[O:27])[CH2:25][CH2:24][O:23][CH2:22][CH2:21]1. The catalyst is C(N(CC)CC)C.C(O)C. The product is [Cl:1][C:2]1[CH:3]=[C:4]([NH:9][C:10]2[C:11]3[C:18](=[CH:33][C:31]4[S:32][C:28]([C:26]([N:20]5[CH2:21][CH2:22][O:23][CH2:24][CH2:25]5)=[O:27])=[CH:29][CH:30]=4)[C:17](=[O:19])[NH:16][C:12]=3[N:13]=[CH:14][N:15]=2)[CH:5]=[CH:6][C:7]=1[F:8]. The yield is 0.280.